From a dataset of CYP2D6 inhibition data for predicting drug metabolism from PubChem BioAssay. Regression/Classification. Given a drug SMILES string, predict its absorption, distribution, metabolism, or excretion properties. Task type varies by dataset: regression for continuous measurements (e.g., permeability, clearance, half-life) or binary classification for categorical outcomes (e.g., BBB penetration, CYP inhibition). Dataset: cyp2d6_veith. (1) The drug is COC(=O)CCC(=O)Nc1cccc2ccccc12. The result is 0 (non-inhibitor). (2) The drug is COc1cc2c(cc1OC)CN(C(=S)Nc1ccccc1)CC2. The result is 0 (non-inhibitor). (3) The result is 0 (non-inhibitor). The molecule is Nc1cc(N)nc(SCC(=O)c2ccccc2)n1. (4) The molecule is O=C(Cc1ccc(S(=O)(=O)N2CCOCC2)s1)Nc1nc2c(s1)CCCC2. The result is 0 (non-inhibitor). (5) The result is 1 (inhibitor). The drug is COC(=O)N1CCC[C@@]2(CCN(c3ccccn3)C2)C1. (6) The molecule is CC(C)(C)C(=O)N1CCc2cc(-c3csc(N)n3)ccc21. The result is 0 (non-inhibitor). (7) The compound is OCCN1CCOCCOCCN(CCO)CCN(CCO)CC1. The result is 0 (non-inhibitor). (8) The molecule is O=C(O)c1cncc(C(=O)O)c1. The result is 0 (non-inhibitor). (9) The compound is COC(=O)C1(CC(C)C)C=C2C(=C(c3ccccc3)C(=O)C2C)CN1. The result is 0 (non-inhibitor). (10) The compound is Nc1nc(Br)c2c(F)cccc2c1-c1ccccc1. The result is 0 (non-inhibitor).